This data is from NCI-60 drug combinations with 297,098 pairs across 59 cell lines. The task is: Regression. Given two drug SMILES strings and cell line genomic features, predict the synergy score measuring deviation from expected non-interaction effect. (1) Drug 1: CC12CCC(CC1=CCC3C2CCC4(C3CC=C4C5=CN=CC=C5)C)O. Drug 2: C1=NC(=NC(=O)N1C2C(C(C(O2)CO)O)O)N. Cell line: CCRF-CEM. Synergy scores: CSS=13.6, Synergy_ZIP=-2.38, Synergy_Bliss=2.53, Synergy_Loewe=-2.68, Synergy_HSA=1.56. (2) Drug 1: C1CC(=O)NC(=O)C1N2CC3=C(C2=O)C=CC=C3N. Drug 2: CC(C)NC(=O)C1=CC=C(C=C1)CNNC.Cl. Cell line: UO-31. Synergy scores: CSS=-0.874, Synergy_ZIP=-0.239, Synergy_Bliss=-1.08, Synergy_Loewe=-1.68, Synergy_HSA=-1.76. (3) Synergy scores: CSS=58.2, Synergy_ZIP=0.866, Synergy_Bliss=3.38, Synergy_Loewe=-5.92, Synergy_HSA=3.48. Drug 2: CCCCC(=O)OCC(=O)C1(CC(C2=C(C1)C(=C3C(=C2O)C(=O)C4=C(C3=O)C=CC=C4OC)O)OC5CC(C(C(O5)C)O)NC(=O)C(F)(F)F)O. Cell line: SNB-75. Drug 1: CS(=O)(=O)CCNCC1=CC=C(O1)C2=CC3=C(C=C2)N=CN=C3NC4=CC(=C(C=C4)OCC5=CC(=CC=C5)F)Cl. (4) Drug 1: C1=CC(=C2C(=C1NCCNCCO)C(=O)C3=C(C=CC(=C3C2=O)O)O)NCCNCCO. Drug 2: CC1=CC2C(CCC3(C2CCC3(C(=O)C)OC(=O)C)C)C4(C1=CC(=O)CC4)C. Cell line: RPMI-8226. Synergy scores: CSS=41.4, Synergy_ZIP=0.422, Synergy_Bliss=-0.418, Synergy_Loewe=-10.3, Synergy_HSA=0.438. (5) Drug 1: CC1=C(C=C(C=C1)NC2=NC=CC(=N2)N(C)C3=CC4=NN(C(=C4C=C3)C)C)S(=O)(=O)N.Cl. Synergy scores: CSS=-1.54, Synergy_ZIP=-0.273, Synergy_Bliss=-4.68, Synergy_Loewe=-6.07, Synergy_HSA=-5.79. Drug 2: CC1=C(C(=CC=C1)Cl)NC(=O)C2=CN=C(S2)NC3=CC(=NC(=N3)C)N4CCN(CC4)CCO. Cell line: CCRF-CEM. (6) Drug 1: C1C(C(OC1N2C=C(C(=O)NC2=O)F)CO)O. Drug 2: CCCCC(=O)OCC(=O)C1(CC(C2=C(C1)C(=C3C(=C2O)C(=O)C4=C(C3=O)C=CC=C4OC)O)OC5CC(C(C(O5)C)O)NC(=O)C(F)(F)F)O. Cell line: OVCAR-5. Synergy scores: CSS=43.9, Synergy_ZIP=-4.95, Synergy_Bliss=-1.57, Synergy_Loewe=0.947, Synergy_HSA=3.52. (7) Drug 1: C1=NC(=NC(=O)N1C2C(C(C(O2)CO)O)O)N. Drug 2: CNC(=O)C1=NC=CC(=C1)OC2=CC=C(C=C2)NC(=O)NC3=CC(=C(C=C3)Cl)C(F)(F)F. Cell line: M14. Synergy scores: CSS=23.6, Synergy_ZIP=4.79, Synergy_Bliss=-1.67, Synergy_Loewe=-38.5, Synergy_HSA=-2.29.